Dataset: Forward reaction prediction with 1.9M reactions from USPTO patents (1976-2016). Task: Predict the product of the given reaction. (1) Given the reactants [NH2:1][C:2]1[C:23]([F:24])=[CH:22][CH:21]=[CH:20][C:3]=1[C:4]([NH:6][CH:7]1[CH2:12][CH2:11][N:10]([CH2:13][C:14]2[CH:19]=[CH:18][CH:17]=[CH:16][CH:15]=2)[CH2:9][CH2:8]1)=[O:5].Cl[C:26](Cl)([O:28]C(=O)OC(Cl)(Cl)Cl)Cl, predict the reaction product. The product is: [CH2:13]([N:10]1[CH2:11][CH2:12][CH:7]([N:6]2[C:4](=[O:5])[C:3]3[C:2](=[C:23]([F:24])[CH:22]=[CH:21][CH:20]=3)[NH:1][C:26]2=[O:28])[CH2:8][CH2:9]1)[C:14]1[CH:19]=[CH:18][CH:17]=[CH:16][CH:15]=1. (2) Given the reactants C(Cl)(=O)C(Cl)=O.CS(C)=O.[CH3:11][C:12]1[CH:22]=[C:15]2[C:16]([CH2:20][OH:21])=[CH:17][CH:18]=[CH:19][N:14]2[N:13]=1.C(N(CC)CC)C, predict the reaction product. The product is: [CH3:11][C:12]1[CH:22]=[C:15]2[C:16]([CH:20]=[O:21])=[CH:17][CH:18]=[CH:19][N:14]2[N:13]=1. (3) The product is: [Cl:9][C:4]1[N:5]=[C:6]([Cl:8])[N:7]=[C:2]([N:11]([C:12]2[C:13]([CH3:20])=[CH:14][C:15]([CH3:19])=[CH:16][C:17]=2[CH3:18])[CH3:10])[N:3]=1. Given the reactants Cl[C:2]1[N:7]=[C:6]([Cl:8])[N:5]=[C:4]([Cl:9])[N:3]=1.[CH3:10][NH:11][C:12]1[C:17]([CH3:18])=[CH:16][C:15]([CH3:19])=[CH:14][C:13]=1[CH3:20], predict the reaction product. (4) Given the reactants P(Cl)(Cl)(Cl)=O.[CH2:6]([O:13][C:14]1[CH:19]=[CH:18][C:17]([N:20]2[CH:24]=[CH:23][CH:22]=[N:21]2)=[CH:16][CH:15]=1)[C:7]1[CH:12]=[CH:11][CH:10]=[CH:9][CH:8]=1.[C:25]([O-])(O)=[O:26].[Na+], predict the reaction product. The product is: [CH2:6]([O:13][C:14]1[CH:19]=[CH:18][C:17]([N:20]2[CH:24]=[C:23]([CH:25]=[O:26])[CH:22]=[N:21]2)=[CH:16][CH:15]=1)[C:7]1[CH:8]=[CH:9][CH:10]=[CH:11][CH:12]=1.